Dataset: Full USPTO retrosynthesis dataset with 1.9M reactions from patents (1976-2016). Task: Predict the reactants needed to synthesize the given product. (1) The reactants are: CO[CH:3](OC)[CH2:4][N:5]([CH3:30])[C:6]([NH:8][C:9]1[CH:18]=[C:17]2[C:12]([CH:13]=[C:14]([C:20]3[CH:25]=[CH:24][CH:23]=[CH:22][C:21]=3[C:26]([F:29])([F:28])[F:27])[NH:15][C:16]2=[O:19])=[CH:11][CH:10]=1)=[O:7]. Given the product [CH3:30][N:5]1[CH:4]=[CH:3][N:8]([C:9]2[CH:18]=[C:17]3[C:12]([CH:13]=[C:14]([C:20]4[CH:25]=[CH:24][CH:23]=[CH:22][C:21]=4[C:26]([F:28])([F:29])[F:27])[NH:15][C:16]3=[O:19])=[CH:11][CH:10]=2)[C:6]1=[O:7], predict the reactants needed to synthesize it. (2) Given the product [C:1]([O:5][C:6]([NH:7][C:8]1[CH:13]=[CH:12][CH:11]=[CH:10][C:9]=1[NH:14][C:57]([C:54]1[CH:55]=[N:56][C:51]([CH2:50][OH:49])=[CH:52][CH:53]=1)=[O:58])=[O:15])([CH3:4])([CH3:2])[CH3:3], predict the reactants needed to synthesize it. The reactants are: [C:1]([O:5][C:6](=[O:15])[NH:7][C:8]1[CH:13]=[CH:12][CH:11]=[CH:10][C:9]=1[NH2:14])([CH3:4])([CH3:3])[CH3:2].C(N(CC)C(C)C)(C)C.CN(C(ON1N=NC2C=CC=NC1=2)=[N+](C)C)C.F[P-](F)(F)(F)(F)F.[OH:49][CH2:50][C:51]1[N:56]=[CH:55][C:54]([C:57](O)=[O:58])=[CH:53][CH:52]=1.